Predict the reactants needed to synthesize the given product. From a dataset of Full USPTO retrosynthesis dataset with 1.9M reactions from patents (1976-2016). (1) Given the product [Cl:1][C:2]1[CH:7]=[CH:6][N:5]([CH:8]([CH:10]([CH3:11])[CH3:12])[CH3:9])[C:4](=[O:13])[C:3]=1[C:14]#[N:15], predict the reactants needed to synthesize it. The reactants are: [Cl:1][C:2]1[CH:7]=[CH:6][N:5]([CH:8]([CH:10]([CH3:12])[CH3:11])[CH3:9])[C:4](=[O:13])[C:3]=1[CH:14]=[N:15]O.P(Cl)(Cl)(Cl)=O.C(=O)([O-])O.[Na+]. (2) Given the product [F:11][C:10]1[C:9]([C:12]2[CH:17]=[CH:16][CH:15]=[CH:14][CH:13]=2)=[C:8]([CH3:18])[C:7]([C:19]#[N:20])=[C:5]2[C:4]=1[O:3][C:2]([N:24]1[CH2:21][CH2:23][CH2:29][CH2:27]1)=[N:6]2, predict the reactants needed to synthesize it. The reactants are: Cl[C:2]1[O:3][C:4]2[C:5](=[C:7]([C:19]#[N:20])[C:8]([CH3:18])=[C:9]([C:12]3[CH:17]=[CH:16][CH:15]=[CH:14][CH:13]=3)[C:10]=2[F:11])[N:6]=1.[CH:21]([N:24]([CH:27]([CH3:29])C)CC)([CH3:23])C.N1CCCC1. (3) Given the product [Br:11][CH2:9][C:8]([C:3]1[CH:4]=[CH:5][CH:6]=[CH:7][C:2]=1[Cl:1])=[O:10], predict the reactants needed to synthesize it. The reactants are: [Cl:1][C:2]1[CH:7]=[CH:6][CH:5]=[CH:4][C:3]=1[C:8](=[O:10])[CH3:9].[Br:11]Br. (4) Given the product [C:15]([N:14]1[C:11]2[CH:12]=[CH:13][C:8]([C:5]3[CH:4]=[N:3][C:2]([NH2:1])=[N:7][CH:6]=3)=[CH:9][C:10]=2[N:19]=[C:27]1[C:26]1[CH:29]=[C:22]([O:21][CH3:20])[CH:23]=[CH:24][C:25]=1[C:30]1[O:34][N:33]=[C:32]([CH3:35])[N:31]=1)([CH3:16])([CH3:18])[CH3:17], predict the reactants needed to synthesize it. The reactants are: [NH2:1][C:2]1[N:7]=[CH:6][C:5]([C:8]2[CH:9]=[C:10]([NH2:19])[C:11]([NH:14][C:15]([CH3:18])([CH3:17])[CH3:16])=[CH:12][CH:13]=2)=[CH:4][N:3]=1.[CH3:20][O:21][C:22]1[CH:23]=[CH:24][C:25]([C:30]2[O:34][N:33]=[C:32]([CH3:35])[N:31]=2)=[C:26]([CH:29]=1)[CH:27]=O.OOS([O-])=O.[K+].